Dataset: Full USPTO retrosynthesis dataset with 1.9M reactions from patents (1976-2016). Task: Predict the reactants needed to synthesize the given product. (1) The reactants are: [OH-].[K+].[CH3:3][O:4][C:5](=[O:31])[CH:6]([NH:15][C:16]1[CH:21]=[CH:20][CH:19]=[CH:18][C:17]=1[C:22](=[O:30])[C:23]1[CH:28]=[CH:27][CH:26]=[CH:25][C:24]=1[CH3:29])[CH2:7][C:8]1[CH:13]=[CH:12][C:11]([OH:14])=[CH:10][CH:9]=1.[Br:32][CH2:33][CH2:34]Br. Given the product [CH3:3][O:4][C:5](=[O:31])[CH:6]([NH:15][C:16]1[CH:21]=[CH:20][CH:19]=[CH:18][C:17]=1[C:22](=[O:30])[C:23]1[CH:28]=[CH:27][CH:26]=[CH:25][C:24]=1[CH3:29])[CH2:7][C:8]1[CH:9]=[CH:10][C:11]([O:14][CH2:34][CH2:33][Br:32])=[CH:12][CH:13]=1, predict the reactants needed to synthesize it. (2) Given the product [CH:48]([OH:49])=[O:63].[C:1]([C:5]1[CH:9]=[C:8]([NH:10][C:11]([NH:13][C@@H:14]2[C:23]3[C:18](=[CH:19][CH:20]=[CH:21][CH:22]=3)[C@H:17]([O:24][C:25]3[CH:26]=[CH:27][C:28]4[N:29]([C:31]([N:34]5[CH2:39][CH2:38][CH2:37][CH2:36][C@@H:35]5[CH3:40])=[N:32][N:33]=4)[CH:30]=3)[CH2:16][CH2:15]2)=[O:12])[N:7]([C:41]2[CH:46]=[CH:45][CH:44]=[C:43]([CH2:47][CH2:48][N:54]3[CH2:59][CH2:58][CH2:57][CH2:56][CH2:55]3)[CH:42]=2)[N:6]=1)([CH3:2])([CH3:3])[CH3:4], predict the reactants needed to synthesize it. The reactants are: [C:1]([C:5]1[CH:9]=[C:8]([NH:10][C:11]([NH:13][C@@H:14]2[C:23]3[C:18](=[CH:19][CH:20]=[CH:21][CH:22]=3)[C@H:17]([O:24][C:25]3[CH:26]=[CH:27][C:28]4[N:29]([C:31]([N:34]5[CH2:39][CH2:38][CH2:37][CH2:36][C@@H:35]5[CH3:40])=[N:32][N:33]=4)[CH:30]=3)[CH2:16][CH2:15]2)=[O:12])[N:7]([C:41]2[CH:42]=[C:43]([CH2:47][CH2:48][O:49]S(C)(=O)=O)[CH:44]=[CH:45][CH:46]=2)[N:6]=1)([CH3:4])([CH3:3])[CH3:2].[NH:54]1[CH2:59][CH2:58][CH2:57][CH2:56][CH2:55]1.C1C[O:63]CC1.